Task: Predict the reactants needed to synthesize the given product.. Dataset: Full USPTO retrosynthesis dataset with 1.9M reactions from patents (1976-2016) (1) The reactants are: [O:1]1[C:5]2([CH2:15][CH2:14][C:8]3([CH2:12][CH2:11][NH:10][C:9]3=[O:13])[CH2:7][CH2:6]2)OCC1.I[C:17]1[CH:22]=[CH:21][C:20]([C:23]([F:26])([F:25])[F:24])=[CH:19][CH:18]=1.CNCCNC.[O-]P([O-])([O-])=O.[K+].[K+].[K+].Cl. Given the product [F:24][C:23]([F:26])([F:25])[C:20]1[CH:21]=[CH:22][C:17]([N:10]2[CH2:11][CH2:12][C:8]3([CH2:7][CH2:6][C:5](=[O:1])[CH2:15][CH2:14]3)[C:9]2=[O:13])=[CH:18][CH:19]=1, predict the reactants needed to synthesize it. (2) Given the product [O:23]1[CH2:24][CH2:25][N:20]([C:2]2[CH:3]=[C:4]([CH:8]=[C:9]([N+:11]([O-:13])=[O:12])[CH:10]=2)[C:5]([OH:7])=[O:6])[CH2:21][CH2:22]1, predict the reactants needed to synthesize it. The reactants are: Br[C:2]1[CH:3]=[C:4]([CH:8]=[C:9]([N+:11]([O-:13])=[O:12])[CH:10]=1)[C:5]([OH:7])=[O:6].C(=O)([O-])[O-].[Cs+].[Cs+].[NH:20]1[CH2:25][CH2:24][O:23][CH2:22][CH2:21]1. (3) Given the product [CH3:4][C:5]1([CH3:13])[C:8](=[N:2][OH:3])[C:7]([CH3:11])([CH3:10])[C:6]1=[N:15][OH:14], predict the reactants needed to synthesize it. The reactants are: Cl.[NH2:2][OH:3].[CH3:4][C:5]1([CH3:13])[C:8](=O)[C:7]([CH3:11])([CH3:10])[C:6]1=O.[OH2:14].[N:15]1C=CC=CC=1.